Regression. Given a target protein amino acid sequence and a drug SMILES string, predict the binding affinity score between them. We predict pIC50 (pIC50 = -log10(IC50 in M); higher means more potent). Dataset: bindingdb_ic50. From a dataset of Drug-target binding data from BindingDB using IC50 measurements. (1) The pIC50 is 4.0. The small molecule is COc1ccc2c(c1)c(CC(=O)O)c(C)n2C(=O)c1ccc(Cl)cc1. The target protein (Q9UP65) has sequence MGSSEVSIIPGLQKEEKAAVERRRLHVLKALKKLRIEADEAPVVAVLGSGGGLRAHIACLGVLSEMKEQGLLDAVTYLAGVSGSTWAISSLYTNDGDMEALEADLKHRFTRQEWDLAKSLQKTIQAARSENYSLTDFWAYMVISKQTRELPESHLSNMKKPVEEGTLPYPIFAAIDNDLQPSWQEARAPETWFEFTPHHAGFSALGAFVSITHFGSKFKKGRLVRTHPERDLTFLRGLWGSALGNTEVIREYIFDQLRNLTLKGLWRRAVANAKSIGHLIFARLLRLQESSQGEHPPPEDEGGEPEHTWLTEMLENWTRTSLEKQEQPHEDPERKGSLSNLMDFVKKTGICASKWEWGTTHNFLYKHGGIRDKIMSSRKHLHLVDAGLAINTPFPLVLPPTREVHLILSFDFSAGDPFETIRATTDYCRRHKIPFPQVEEAELDLWSKAPASCYILKGETGPVVMHFPLFNIDACGGDIEAWSDTYDTFKLADTYTLDVV.... (2) The target protein (P49810) has sequence MLTFMASDSEEEVCDERTSLMSAESPTPRSCQEGRQGPEDGENTAQWRSQENEEDGEEDPDRYVCSGVPGRPPGLEEELTLKYGAKHVIMLFVPVTLCMIVVVATIKSVRFYTEKNGQLIYTPFTEDTPSVGQRLLNSVLNTLIMISVIVVMTIFLVVLYKYRCYKFIHGWLIMSSLMLLFLFTYIYLGEVLKTYNVAMDYPTLLLTVWNFGAVGMVCIHWKGPLVLQQAYLIMISALMALVFIKYLPEWSAWVILGAISVYDLVAVLCPKGPLRMLVETAQERNEPIFPALIYSSAMVWTVGMAKLDPSSQGALQLPYDPEMEEDSYDSFGEPSYPEVFEPPLTGYPGEELEEEEERGVKLGLGDFIFYSVLVGKAAATGSGDWNTTLACFVAILIGLCLTLLLLAVFKKALPALPISITFGLIFYFSTDNLVRPFMDTLASHQLYI. The pIC50 is 9.0. The compound is CS(=O)(=O)CC[C@@H]1OCC[C@@]2(S(=O)(=O)c3ccc(Cl)cc3)c3c(F)ccc(F)c3OC[C@@H]12.